Dataset: Full USPTO retrosynthesis dataset with 1.9M reactions from patents (1976-2016). Task: Predict the reactants needed to synthesize the given product. Given the product [Cl:1][C:2]1[C:11]([OH:12])=[CH:10][C:9]([OH:8])=[C:4]([C:5]2[C:6]([C:14]3[CH:25]=[CH:24][C:17]([O:18][CH2:19][CH2:20][CH2:21][C:22]#[N:23])=[CH:16][CH:15]=3)=[C:7]([CH3:13])[NH:29][N:28]=2)[CH:3]=1, predict the reactants needed to synthesize it. The reactants are: [Cl:1][C:2]1[CH:3]=[C:4]2[C:9](=[CH:10][C:11]=1[OH:12])[O:8][C:7]([CH3:13])=[C:6]([C:14]1[CH:25]=[CH:24][C:17]([O:18][CH2:19][CH2:20][CH2:21][C:22]#[N:23])=[CH:16][CH:15]=1)[C:5]2=O.O.[NH2:28][NH2:29].